This data is from Catalyst prediction with 721,799 reactions and 888 catalyst types from USPTO. The task is: Predict which catalyst facilitates the given reaction. (1) The catalyst class is: 5. Product: [C:29]([O:28][C:26]([NH:7][C@@H:6]([C:8]([OH:10])=[O:9])[CH2:5][C:4]1[C:11]2[C:16](=[CH:15][CH:14]=[CH:13][CH:12]=2)[N:2]([CH3:1])[CH:3]=1)=[O:27])([CH3:32])([CH3:31])[CH3:30]. Reactant: [CH3:1][N:2]1[C:16]2[C:11](=[CH:12][CH:13]=[CH:14][CH:15]=2)[C:4]([CH2:5][C@H:6]([C:8]([OH:10])=[O:9])[NH2:7])=[CH:3]1.CCN(C(C)C)C(C)C.[C:26](O[C:26]([O:28][C:29]([CH3:32])([CH3:31])[CH3:30])=[O:27])([O:28][C:29]([CH3:32])([CH3:31])[CH3:30])=[O:27]. (2) Reactant: [F:1][C:2]1[C:17]([O:18][CH2:19][C@@H:20]([NH:25]C(=O)OC(C)(C)C)[CH2:21][CH:22]([CH3:24])[CH3:23])=[CH:16][C:5]2[N:6]([CH3:15])[C:7](=[O:14])[C:8]3[C:13]([C:4]=2[CH:3]=1)=[CH:12][CH:11]=[N:10][CH:9]=3.Cl. Product: [NH2:25][C@@H:20]([CH2:21][CH:22]([CH3:24])[CH3:23])[CH2:19][O:18][C:17]1[C:2]([F:1])=[CH:3][C:4]2[C:13]3[C:8](=[CH:9][N:10]=[CH:11][CH:12]=3)[C:7](=[O:14])[N:6]([CH3:15])[C:5]=2[CH:16]=1. The catalyst class is: 27. (3) Reactant: [CH3:1][O:2][C:3]([C:5]1[CH:10]=[CH:9][C:8]([C@@H:11]([NH:13][C:14]([C@H:16]2[CH2:21][C:20](=[O:22])[CH2:19][CH2:18][N:17]2[C:23]([O:25][C:26]([CH3:29])([CH3:28])[CH3:27])=[O:24])=[O:15])[CH3:12])=[CH:7][CH:6]=1)=[O:4].[BH4-].[Na+]. Product: [OH:22][CH:20]1[CH2:19][CH2:18][N:17]([C:23]([O:25][C:26]([CH3:29])([CH3:28])[CH3:27])=[O:24])[C@@H:16]([C:14](=[O:15])[NH:13][C@H:11]([C:8]2[CH:9]=[CH:10][C:5]([C:3]([O:2][CH3:1])=[O:4])=[CH:6][CH:7]=2)[CH3:12])[CH2:21]1. The catalyst class is: 24. (4) Reactant: Br.[NH2:2][C:3]1[C:4]([OH:18])=[C:5]([C:9]2[CH:14]=[CH:13][CH:12]=[C:11]([C:15]([OH:17])=[O:16])[CH:10]=2)[CH:6]=[CH:7][CH:8]=1.[N:19]([O-])=O.[Na+].[CH2:23]([CH:25]1[C:33]2[C:28](=[CH:29][CH:30]=[C:31]([N:34]3[C:38](=[O:39])[CH2:37][C:36]([CH3:40])=[N:35]3)[CH:32]=2)[CH2:27][CH2:26]1)[CH3:24].C(=O)(O)[O-].[Na+]. Product: [CH2:23]([CH:25]1[C:33]2[C:28](=[CH:29][CH:30]=[C:31]([N:34]3[C:38](=[O:39])[C:37](=[N:19][NH:2][C:3]4[C:4]([OH:18])=[C:5]([C:9]5[CH:14]=[CH:13][CH:12]=[C:11]([C:15]([OH:17])=[O:16])[CH:10]=5)[CH:6]=[CH:7][CH:8]=4)[C:36]([CH3:40])=[N:35]3)[CH:32]=2)[CH2:27][CH2:26]1)[CH3:24]. The catalyst class is: 502. (5) Reactant: Br[CH2:2][CH2:3][C:4]1[CH:9]=[CH:8][C:7]([Cl:10])=[CH:6][N:5]=1.[S:11]([O-:14])([O-:13])=[O:12].[Na+].[Na+]. Product: [Cl:10][C:7]1[CH:8]=[CH:9][C:4]([CH2:3][CH2:2][S:11]([OH:14])(=[O:13])=[O:12])=[N:5][CH:6]=1. The catalyst class is: 12. (6) Reactant: C(OC(=O)[NH:7][C:8]1[CH:9]=[N:10][CH:11]=[C:12]([CH:14]([F:16])[F:15])[CH:13]=1)(C)(C)C.Cl.CCO. Product: [F:15][CH:14]([F:16])[C:12]1[CH:13]=[C:8]([NH2:7])[CH:9]=[N:10][CH:11]=1. The catalyst class is: 13.